Task: Regression. Given a peptide amino acid sequence and an MHC pseudo amino acid sequence, predict their binding affinity value. This is MHC class I binding data.. Dataset: Peptide-MHC class I binding affinity with 185,985 pairs from IEDB/IMGT (1) The peptide sequence is LVQYRILPMI. The MHC is HLA-A02:06 with pseudo-sequence HLA-A02:06. The binding affinity (normalized) is 0.393. (2) The peptide sequence is CERYGFPAS. The MHC is HLA-A03:01 with pseudo-sequence HLA-A03:01. The binding affinity (normalized) is 0.0847. (3) The peptide sequence is MPMYAIHKV. The MHC is HLA-B07:02 with pseudo-sequence HLA-B07:02. The binding affinity (normalized) is 0.695. (4) The peptide sequence is LPPSLLFL. The MHC is H-2-Db with pseudo-sequence H-2-Db. The binding affinity (normalized) is 0.125. (5) The peptide sequence is MTYLDGHPV. The MHC is HLA-A01:01 with pseudo-sequence HLA-A01:01. The binding affinity (normalized) is 0.213. (6) The peptide sequence is IFRKKRLTI. The MHC is HLA-A24:02 with pseudo-sequence HLA-A24:02. The binding affinity (normalized) is 0.310.